Dataset: Catalyst prediction with 721,799 reactions and 888 catalyst types from USPTO. Task: Predict which catalyst facilitates the given reaction. (1) The catalyst class is: 5. Reactant: C([O:4][C@@H:5]1[C@H:9]([O:10][CH2:11][C:12]2[CH:17]=[CH:16][CH:15]=[CH:14][CH:13]=2)[C@@:8]([CH2:37][O:38][S:39]([C:42]2[CH:47]=[CH:46][C:45]([CH3:48])=[CH:44][CH:43]=2)(=[O:41])=[O:40])([CH2:18][O:19][Si:20]([C:33]([CH3:36])([CH3:35])[CH3:34])([C:27]2[CH:32]=[CH:31][CH:30]=[CH:29][CH:28]=2)[C:21]2[CH:26]=[CH:25][CH:24]=[CH:23][CH:22]=2)[O:7][C@H:6]1[N:49]1[C:66]2[N:65]=[CH:64][N:63]=[C:53]([NH:54][C:55](=[O:62])[C:56]3[CH:61]=[CH:60][CH:59]=[CH:58][CH:57]=3)[C:52]=2[N:51]=[CH:50]1)(=O)C.C(=O)([O-])[O-].[K+].[K+].Cl. Product: [CH2:11]([O:10][C@@H:9]1[C@@:8]([CH2:37][O:38][S:39]([C:42]2[CH:43]=[CH:44][C:45]([CH3:48])=[CH:46][CH:47]=2)(=[O:41])=[O:40])([CH2:18][O:19][Si:20]([C:33]([CH3:35])([CH3:34])[CH3:36])([C:21]2[CH:26]=[CH:25][CH:24]=[CH:23][CH:22]=2)[C:27]2[CH:28]=[CH:29][CH:30]=[CH:31][CH:32]=2)[O:7][C@@H:6]([N:49]2[C:66]3[N:65]=[CH:64][N:63]=[C:53]([NH:54][C:55](=[O:62])[C:56]4[CH:57]=[CH:58][CH:59]=[CH:60][CH:61]=4)[C:52]=3[N:51]=[CH:50]2)[C@@H:5]1[OH:4])[C:12]1[CH:13]=[CH:14][CH:15]=[CH:16][CH:17]=1. (2) Reactant: [Na+:1].[CH:2]([C:4]1[CH:9]=[CH:8][CH:7]=[CH:6][C:5]=1[S:10]([O-:13])(=[O:12])=[O:11])=O.N(C1N=CC=CC=1[C:18](O)=[O:19])N.[OH:25][N:26]1[C:30](=[O:31])[CH2:29][CH2:28][C:27]1=[O:32].C1([N:39]=[C:40]=[N:41][CH:42]2[CH2:47][CH2:46][CH2:45]CC2)CCCCC1.C[N:49](C)C=O. Product: [O:32]=[C:27]1[CH2:28][CH2:29][C:30](=[O:31])[N:26]1[O:25][C:18]([C:47]1[CH:46]=[CH:45][C:40]([NH:39][N:49]=[CH:2][C:4]2[CH:9]=[CH:8][CH:7]=[CH:6][C:5]=2[S:10]([O-:13])(=[O:12])=[O:11])=[N:41][CH:42]=1)=[O:19].[Na+:1]. The catalyst class is: 5.